This data is from TCR-epitope binding with 47,182 pairs between 192 epitopes and 23,139 TCRs. The task is: Binary Classification. Given a T-cell receptor sequence (or CDR3 region) and an epitope sequence, predict whether binding occurs between them. (1) Result: 0 (the TCR does not bind to the epitope). The epitope is SEPVLKGVKL. The TCR CDR3 sequence is CASSSGQPIYNEQFF. (2) The epitope is HTTDPSFLGRY. The TCR CDR3 sequence is CAGNWDLKNQPQHF. Result: 1 (the TCR binds to the epitope). (3) The TCR CDR3 sequence is CASSLDRTGFYEQYF. Result: 1 (the TCR binds to the epitope). The epitope is VTIAEILLI. (4) The epitope is ARMILMTHF. The TCR CDR3 sequence is CSASITGTEQYF. Result: 1 (the TCR binds to the epitope). (5) The epitope is KEIDRLNEV. The TCR CDR3 sequence is CASSHRQGGTYEQYF. Result: 1 (the TCR binds to the epitope). (6) The epitope is RPHERNGFTVL. The TCR CDR3 sequence is CASSEWGADNYGYTF. Result: 0 (the TCR does not bind to the epitope). (7) Result: 0 (the TCR does not bind to the epitope). The epitope is SLFNTVATLY. The TCR CDR3 sequence is CASSPVGGVVAGTDTQYF.